From a dataset of Forward reaction prediction with 1.9M reactions from USPTO patents (1976-2016). Predict the product of the given reaction. (1) Given the reactants [CH2:1]([C@H:8]1[CH2:12][O:11][C:10](=[O:13])[N:9]1[C:14](=[O:19])[CH2:15][CH2:16][CH:17]=[CH2:18])[C:2]1[CH:7]=[CH:6][CH:5]=[CH:4][CH:3]=1.C[Si](C)(C)[N-][Si](C)(C)C.[Na+].[CH2:30](Br)[C:31]1[CH:36]=[CH:35][CH:34]=[CH:33][CH:32]=1, predict the reaction product. The product is: [CH2:1]([C@H:8]1[CH2:12][O:11][C:10](=[O:13])[N:9]1[C:14](=[O:19])[C@@H:15]([CH2:30][C:31]1[CH:36]=[CH:35][CH:34]=[CH:33][CH:32]=1)[CH2:16][CH:17]=[CH2:18])[C:2]1[CH:3]=[CH:4][CH:5]=[CH:6][CH:7]=1. (2) Given the reactants [CH3:1][C:2]1[C:6]2[C:7](=[O:18])[N:8]([CH2:11][CH2:12][N:13]3[CH2:17][CH2:16][CH2:15][CH2:14]3)[CH2:9][CH2:10][C:5]=2[NH:4][C:3]=1[CH:19]=O.[CH3:21][C:22]1[CH:30]=[CH:29][CH:28]=[C:27]2[C:23]=1[CH2:24][C:25](=[O:31])[NH:26]2, predict the reaction product. The product is: [CH3:1][C:2]1[C:6]2[C:7](=[O:18])[N:8]([CH2:11][CH2:12][N:13]3[CH2:14][CH2:15][CH2:16][CH2:17]3)[CH2:9][CH2:10][C:5]=2[NH:4][C:3]=1[CH:19]=[C:24]1[C:23]2[C:27](=[CH:28][CH:29]=[CH:30][C:22]=2[CH3:21])[NH:26][C:25]1=[O:31].